From a dataset of Forward reaction prediction with 1.9M reactions from USPTO patents (1976-2016). Predict the product of the given reaction. (1) Given the reactants Cl.[CH:2]1([N:5]2[CH2:10][CH2:9][C:8]([S:14]([C:17]3[CH:22]=[CH:21][C:20]([C:23]4[CH:28]=[CH:27][C:26]([O:29][C:30]([F:35])([F:34])[CH:31]([F:33])[F:32])=[CH:25][CH:24]=4)=[CH:19][CH:18]=3)(=[O:16])=[O:15])([C:11](O)=[O:12])[CH2:7][CH2:6]2)[CH2:4][CH2:3]1.C(N(CC)CC)C.F[B-](F)(F)F.N1(OC(N(C)C)=[N+](C)C)C2C=CC=CC=2N=N1.[O:65]1[CH2:70][CH2:69][CH2:68][CH2:67][CH:66]1[O:71][NH2:72], predict the reaction product. The product is: [CH:2]1([N:5]2[CH2:10][CH2:9][C:8]([S:14]([C:17]3[CH:18]=[CH:19][C:20]([C:23]4[CH:28]=[CH:27][C:26]([O:29][C:30]([F:34])([F:35])[CH:31]([F:32])[F:33])=[CH:25][CH:24]=4)=[CH:21][CH:22]=3)(=[O:15])=[O:16])([C:11]([NH:72][O:71][CH:66]3[CH2:67][CH2:68][CH2:69][CH2:70][O:65]3)=[O:12])[CH2:7][CH2:6]2)[CH2:4][CH2:3]1. (2) The product is: [CH3:1][C:2]1[CH:15]=[C:14]2[C:5]([S:6][C:7]3[CH:8]=[C:9]([C:17]([Cl:22])=[O:19])[CH:10]=[CH:11][C:12]=3[C:13]2=[O:16])=[CH:4][CH:3]=1. Given the reactants [CH3:1][C:2]1[CH:15]=[C:14]2[C:5]([S:6][C:7]3[CH:8]=[C:9]([C:17]([OH:19])=O)[CH:10]=[CH:11][C:12]=3[C:13]2=[O:16])=[CH:4][CH:3]=1.S(Cl)([Cl:22])=O, predict the reaction product. (3) Given the reactants [CH3:1][O:2][C:3]1[C:8]([O:9][CH3:10])=[CH:7][N:6]=[C:5]([N:11]2[C:20](=[O:21])[C:19]3[C:14](=[CH:15][C:16]([C:23](O)=[O:24])=[CH:17][C:18]=3[CH3:22])[NH:13][C:12]2=[S:26])[N:4]=1.CCN(C(C)C)C(C)C.CN(C(ON1N=NC2C=CC=NC1=2)=[N+](C)C)C.F[P-](F)(F)(F)(F)F.[Cl:60][C:61]1[CH:68]=[CH:67][C:64]([CH2:65][NH2:66])=[CH:63][CH:62]=1, predict the reaction product. The product is: [Cl:60][C:61]1[CH:68]=[CH:67][C:64]([CH2:65][NH:66][C:23]([C:16]2[CH:15]=[C:14]3[C:19]([C:20](=[O:21])[N:11]([C:5]4[N:4]=[C:3]([O:2][CH3:1])[C:8]([O:9][CH3:10])=[CH:7][N:6]=4)[C:12](=[S:26])[NH:13]3)=[C:18]([CH3:22])[CH:17]=2)=[O:24])=[CH:63][CH:62]=1. (4) Given the reactants Cl[C:2]1[CH:7]=[C:6]([O:8][CH2:9][C:10]2[CH:15]=[CH:14][C:13]([O:16][CH3:17])=[CH:12][CH:11]=2)[N:5]=[C:4]([S:18]([CH3:21])(=[O:20])=[O:19])[N:3]=1.[Br:22][C:23]1[CH:24]=[C:25]2[C:29](=[CH:30][CH:31]=1)[N:28]([C:32]([O:34][C:35]([CH3:38])([CH3:37])[CH3:36])=[O:33])[CH:27]=[C:26]2B1OC(C)(C)C(C)(C)O1.C(=O)([O-])[O-].[K+].[K+], predict the reaction product. The product is: [Br:22][C:23]1[CH:24]=[C:25]2[C:29](=[CH:30][CH:31]=1)[N:28]([C:32]([O:34][C:35]([CH3:38])([CH3:37])[CH3:36])=[O:33])[CH:27]=[C:26]2[C:2]1[CH:7]=[C:6]([O:8][CH2:9][C:10]2[CH:15]=[CH:14][C:13]([O:16][CH3:17])=[CH:12][CH:11]=2)[N:5]=[C:4]([S:18]([CH3:21])(=[O:20])=[O:19])[N:3]=1. (5) Given the reactants [S:1]1([CH2:7][CH:6]=[CH:5][CH2:4]1)(=[O:3])=[O:2], predict the reaction product. The product is: [S:1]1([CH2:7][CH:6]=[CH:5][CH2:4]1)(=[O:3])=[O:2].[CH2:4]=[CH:5][CH:6]=[CH2:7].